This data is from Forward reaction prediction with 1.9M reactions from USPTO patents (1976-2016). The task is: Predict the product of the given reaction. (1) Given the reactants Cl.[CH2:2]([NH:4][C:5]([NH:7][C:8]1[CH:13]=[CH:12][C:11]([C:14]2[N:15]=[C:16]([N:24]3[CH2:29][CH2:28][O:27][CH2:26][C@@H:25]3[CH3:30])[C:17]3[CH2:23][NH:22][CH2:21][CH2:20][C:18]=3[N:19]=2)=[CH:10][CH:9]=1)=[O:6])[CH3:3].CN(C)C=O.C(N(CC)C(C)C)(C)C.[CH:45]1([S:48](Cl)(=[O:50])=[O:49])[CH2:47][CH2:46]1, predict the reaction product. The product is: [CH:45]1([S:48]([N:22]2[CH2:21][CH2:20][C:18]3[N:19]=[C:14]([C:11]4[CH:12]=[CH:13][C:8]([NH:7][C:5]([NH:4][CH2:2][CH3:3])=[O:6])=[CH:9][CH:10]=4)[N:15]=[C:16]([N:24]4[CH2:29][CH2:28][O:27][CH2:26][C@@H:25]4[CH3:30])[C:17]=3[CH2:23]2)(=[O:50])=[O:49])[CH2:47][CH2:46]1. (2) Given the reactants [C:1]([Si:5]([CH3:22])([CH3:21])[O:6][C@@H:7]([CH2:14]/[CH:15]=[C:16](/[CH3:20])\[CH2:17][CH:18]=[CH2:19])[C:8](N(OC)C)=[O:9])([CH3:4])([CH3:3])[CH3:2].[CH3:23][Mg]Cl, predict the reaction product. The product is: [C:1]([Si:5]([CH3:22])([CH3:21])[O:6][C@@H:7]([CH2:14]/[CH:15]=[C:16](/[CH3:20])\[CH2:17][CH:18]=[CH2:19])[C:8](=[O:9])[CH3:23])([CH3:4])([CH3:3])[CH3:2]. (3) Given the reactants [Br:1][C:2]1[CH:3]=[C:4]([S:9]([NH:12][CH:13]2[CH2:16][CH2:15][CH2:14]2)(=[O:11])=[O:10])[C:5](Cl)=[N:6][CH:7]=1.[CH3:17][O-:18].[Na+], predict the reaction product. The product is: [Br:1][C:2]1[CH:3]=[C:4]([S:9]([NH:12][CH:13]2[CH2:16][CH2:15][CH2:14]2)(=[O:11])=[O:10])[C:5]([O:18][CH3:17])=[N:6][CH:7]=1.